This data is from hERG Central: cardiac toxicity at 1µM, 10µM, and general inhibition. The task is: Predict hERG channel inhibition at various concentrations. (1) The compound is CCOC(=O)c1c(CN(C)C)n(-c2ccccc2)c2cc(Br)c(O)cc12.Cl. Results: hERG_inhib (hERG inhibition (general)): blocker. (2) The drug is CN1CCN(CC(=O)Nc2ccc([N+](=O)[O-])cc2Br)CC1. Results: hERG_inhib (hERG inhibition (general)): blocker. (3) The compound is O=C(CN(Cc1ccco1)C(=O)Cn1nnc(-c2cccs2)n1)NCc1ccccc1. Results: hERG_inhib (hERG inhibition (general)): blocker. (4) The compound is NCCSc1c(-c2ccc(Cl)cc2)[nH]c2ccccc12. Results: hERG_inhib (hERG inhibition (general)): blocker. (5) The drug is O=C1N=C(N2CCN(c3ccccc3)CC2)S/C1=C\c1ccco1. Results: hERG_inhib (hERG inhibition (general)): blocker.